Dataset: Catalyst prediction with 721,799 reactions and 888 catalyst types from USPTO. Task: Predict which catalyst facilitates the given reaction. (1) The catalyst class is: 75. Reactant: [N:1]1[CH:6]=[C:5](B(O)O)[CH:4]=[N:3][CH:2]=1.I[C:11]1[C@@:15]2([CH3:38])[CH2:16][CH2:17][C@H:18]3[C@H:27]([C@@H:14]2[CH2:13][CH:12]=1)[CH2:26][CH:25]=[C:24]1[C@:19]3([CH3:37])[CH2:20][CH2:21][C:22](=[O:36])[N:23]1[CH2:28][CH2:29][N:30]1[CH2:35][CH2:34][O:33][CH2:32][CH2:31]1. Product: [CH3:37][C@@:19]12[C@H:18]3[CH2:17][CH2:16][C@@:15]4([CH3:38])[C@H:14]([C@@H:27]3[CH2:26][CH:25]=[C:24]1[N:23]([CH2:28][CH2:29][N:30]1[CH2:35][CH2:34][O:33][CH2:32][CH2:31]1)[C:22](=[O:36])[CH2:21][CH2:20]2)[CH2:13][CH:12]=[C:11]4[C:5]1[CH:6]=[N:1][CH:2]=[N:3][CH:4]=1. (2) Reactant: [CH3:1][O:2][C:3]1[C:8]([C:9]([NH:11][CH3:12])=[O:10])=[C:7]([CH3:13])[N:6]=[C:5]([O:14][CH3:15])[CH:4]=1.[Li]CCCC.[CH2:21]([O:28][C:29]1[C:36]([CH3:37])=[CH:35][C:32](C#N)=[CH:31][C:30]=1[CH3:38])[C:22]1[CH:27]=[CH:26][CH:25]=[CH:24][CH:23]=1. Product: [CH2:21]([O:28][C:29]1[C:36]([CH3:37])=[CH:35][C:32]([C:12]2[NH:11][C:9](=[O:10])[C:8]3[C:3]([O:2][CH3:1])=[CH:4][C:5]([O:14][CH3:15])=[N:6][C:7]=3[CH:13]=2)=[CH:31][C:30]=1[CH3:38])[C:22]1[CH:23]=[CH:24][CH:25]=[CH:26][CH:27]=1. The catalyst class is: 1. (3) Reactant: Cl.[NH2:2][OH:3].C([O-])(O)=O.[Na+].[C:9](O[C:9]([O:11][C:12]([CH3:15])([CH3:14])[CH3:13])=[O:10])([O:11][C:12]([CH3:15])([CH3:14])[CH3:13])=[O:10]. Product: [OH:3][NH:2][C:9](=[O:10])[O:11][C:12]([CH3:15])([CH3:14])[CH3:13]. The catalyst class is: 232. (4) Reactant: FC(F)(F)S(O[C:7]1[CH:12]=[CH:11][N:10]([CH2:13][C:14]2[CH:19]=[CH:18][CH:17]=[CH:16][CH:15]=2)[C:9](=[O:20])[C:8]=1[Br:21])(=O)=O.[C:24]1([C:30]#[CH:31])[CH:29]=[CH:28][CH:27]=[CH:26][CH:25]=1. Product: [CH2:13]([N:10]1[CH:11]=[CH:12][C:7]([C:31]#[C:30][C:24]2[CH:29]=[CH:28][CH:27]=[CH:26][CH:25]=2)=[C:8]([Br:21])[C:9]1=[O:20])[C:14]1[CH:19]=[CH:18][CH:17]=[CH:16][CH:15]=1. The catalyst class is: 3. (5) Reactant: [CH3:1][N:2]1[CH2:15][CH2:14][C:5]2[NH:6][C:7]3[CH:8]=[CH:9][C:10]([CH3:13])=[CH:11][C:12]=3[C:4]=2[CH2:3]1.CN1C(=O)CCC1.[OH-].[K+].[CH:25]([C:27]1[CH:28]=[CH:29][C:30]([CH2:33][CH2:34][CH2:35][N:36]2C(=O)C3C(=CC=CC=3)C2=O)=[N:31][CH:32]=1)=[CH2:26]. Product: [CH3:1][N:2]1[CH2:15][CH2:14][C:5]2[N:6]([CH2:26][CH2:25][C:27]3[CH:28]=[CH:29][C:30]([CH2:33][CH2:34][CH2:35][NH2:36])=[N:31][CH:32]=3)[C:7]3[CH:8]=[CH:9][C:10]([CH3:13])=[CH:11][C:12]=3[C:4]=2[CH2:3]1. The catalyst class is: 6. (6) Reactant: [Br:1][C:2]1[CH:3]=[N:4][C:5](Cl)=[N:6][CH:7]=1.[NH:9]1[CH2:14][CH2:13][S:12](=[O:16])(=[O:15])[CH2:11][CH2:10]1.C([O-])([O-])=O.[K+].[K+]. Product: [Br:1][C:2]1[CH:3]=[N:4][C:5]([N:9]2[CH2:14][CH2:13][S:12](=[O:16])(=[O:15])[CH2:11][CH2:10]2)=[N:6][CH:7]=1. The catalyst class is: 3. (7) Reactant: C([Li])CCC.[Cl:6][C:7]1[C:16]2[C:11](=[CH:12][CH:13]=[C:14](I)[CH:15]=2)[N:10]=[C:9]([O:18][CH3:19])[C:8]=1[CH2:20][CH:21]1[CH2:23][CH2:22]1.[CH3:24][C:25]1[C:30]([C:31]([C:33]2[N:37]([CH3:38])[N:36]=[N:35][CH:34]=2)=[O:32])=[CH:29][CH:28]=[C:27]([CH3:39])[N:26]=1. Product: [Cl:6][C:7]1[C:16]2[C:11](=[CH:12][CH:13]=[C:14]([C:31]([C:30]3[C:25]([CH3:24])=[N:26][C:27]([CH3:39])=[CH:28][CH:29]=3)([C:33]3[N:37]([CH3:38])[N:36]=[N:35][CH:34]=3)[OH:32])[CH:15]=2)[N:10]=[C:9]([O:18][CH3:19])[C:8]=1[CH2:20][CH:21]1[CH2:23][CH2:22]1. The catalyst class is: 1.